The task is: Predict which catalyst facilitates the given reaction.. This data is from Catalyst prediction with 721,799 reactions and 888 catalyst types from USPTO. (1) Reactant: [OH:1][C:2]1[CH:3]=[C:4](/[CH:8]=[CH:9]/[C:10]([OH:12])=O)[CH:5]=[CH:6][CH:7]=1.[CH3:13][N:14]1[CH2:19][CH2:18][NH:17][CH2:16][CH2:15]1.C1C=CC2N(O)N=NC=2C=1.CN(C(ON1N=NC2C=CC=CC1=2)=[N+](C)C)C.F[P-](F)(F)(F)(F)F.CN1CCOCC1. Product: [CH3:13][N:14]1[CH2:19][CH2:18][N:17]([C:10](=[O:12])/[CH:9]=[CH:8]/[C:4]2[CH:3]=[C:2]([OH:1])[CH:7]=[CH:6][CH:5]=2)[CH2:16][CH2:15]1. The catalyst class is: 1. (2) Reactant: [NH2:1][C:2]1[CH:10]=[C:9]2[C:5]([CH2:6][C:7](=[O:11])[NH:8]2)=[CH:4][CH:3]=1.[C:12](Cl)(=[O:14])[CH3:13].C(N(CC)CC)C. Product: [C:12]([NH:1][C:2]1[CH:10]=[C:9]2[C:5]([CH2:6][C:7](=[O:11])[NH:8]2)=[CH:4][CH:3]=1)(=[O:14])[CH3:13]. The catalyst class is: 4. (3) Reactant: [Cl:1][C:2]1[CH:29]=[C:28]([NH:30][CH3:31])[CH:27]=[CH:26][C:3]=1[CH2:4][N:5]1[C:9]2=[N:10][C:11]([C:14](=[O:24])[NH:15][S:16]([CH2:19][CH2:20][CH2:21][CH2:22][CH3:23])(=[O:18])=[O:17])=[CH:12][CH:13]=[C:8]2[N:7]=[C:6]1[CH3:25].N1C=CC=CC=1.[C:38](Cl)(=[O:42])[O:39][CH2:40][CH3:41]. Product: [CH2:40]([O:39][C:38]([N:30]([C:28]1[CH:27]=[CH:26][C:3]([CH2:4][N:5]2[C:9]3=[N:10][C:11]([C:14](=[O:24])[NH:15][S:16]([CH2:19][CH2:20][CH2:21][CH2:22][CH3:23])(=[O:17])=[O:18])=[CH:12][CH:13]=[C:8]3[N:7]=[C:6]2[CH3:25])=[C:2]([Cl:1])[CH:29]=1)[CH3:31])=[O:42])[CH3:41]. The catalyst class is: 4. (4) Reactant: [CH:1]1[C:10]2[C:5](=[CH:6][CH:7]=[CH:8][CH:9]=2)[CH:4]=[CH:3][C:2]=1[S:11]([N:14]1[CH:18]=[CH:17][C:16](/[CH:19]=[CH:20]/[C:21](O)=[O:22])=[CH:15]1)(=[O:13])=[O:12].O.ON1C2C=CC=CC=2N=N1.C(N(CC)CC)C.[O:42]1[CH2:47][CH2:46][CH2:45][CH2:44][CH:43]1[O:48][NH2:49]. Product: [CH:1]1[C:10]2[C:5](=[CH:6][CH:7]=[CH:8][CH:9]=2)[CH:4]=[CH:3][C:2]=1[S:11]([N:14]1[CH:18]=[CH:17][C:16](/[CH:19]=[CH:20]/[C:21]([NH:49][O:48][CH:43]2[CH2:44][CH2:45][CH2:46][CH2:47][O:42]2)=[O:22])=[CH:15]1)(=[O:12])=[O:13]. The catalyst class is: 3. (5) The catalyst class is: 7. Product: [CH3:1][C:16]1([C:19]([O:21][CH2:22][CH3:23])=[O:20])[CH2:15][CH2:14][N:13]([C:24]([O:26][C:27]([CH3:29])([CH3:28])[CH3:30])=[O:25])[CH2:18][CH2:17]1. Reactant: [CH2:1]([Li])CCC.C(NC(C)C)(C)C.[N:13]1([C:24]([O:26][C:27]([CH3:30])([CH3:29])[CH3:28])=[O:25])[CH2:18][CH2:17][CH:16]([C:19]([O:21][CH2:22][CH3:23])=[O:20])[CH2:15][CH2:14]1.CI. (6) Reactant: [CH3:1][C:2]1[CH:7]=[C:6]([CH3:8])[CH:5]=[CH:4][C:3]=1[C:9]1[CH:14]=[CH:13][CH:12]=[C:11]([C:15](OCC)=[O:16])[CH:10]=1.[H-].[Al+3].[Li+].[H-].[H-].[H-].O.O.O.O.O.O.O.O.O.O.S([O-])([O-])(=O)=O.[Na+].[Na+]. Product: [CH3:1][C:2]1[CH:7]=[C:6]([CH3:8])[CH:5]=[CH:4][C:3]=1[C:9]1[CH:14]=[CH:13][CH:12]=[C:11]([CH2:15][OH:16])[CH:10]=1. The catalyst class is: 7. (7) Reactant: [Cl:1][C:2]1[C:10]([C:11]2([C:14]#[N:15])[CH2:13][CH2:12]2)=[CH:9][CH:8]=[CH:7][C:3]=1[C:4](O)=[O:5].CN(C)C=O.C(Cl)(=O)C([Cl:24])=O. Product: [Cl:1][C:2]1[C:10]([C:11]2([C:14]#[N:15])[CH2:13][CH2:12]2)=[CH:9][CH:8]=[CH:7][C:3]=1[C:4]([Cl:24])=[O:5]. The catalyst class is: 7. (8) Reactant: [CH3:1][O:2][C:3]1[CH:4]=[C:5]2[C:10](=[CH:11][CH:12]=1)[C:9]([O:13][C:14]1[CH:19]=[CH:18][C:17]([O:20][CH2:21][CH2:22][N:23]3[CH2:28][CH2:27][CH2:26][CH2:25][CH2:24]3)=[CH:16][CH:15]=1)=[C:8]([C:29]1[CH:34]=[CH:33][C:32](C(=O)C)=[CH:31][CH:30]=1)[CH:7]=[CH:6]2.C[Mg]Br. Product: [CH3:1][O:2][C:3]1[CH:4]=[C:5]2[C:10](=[CH:11][CH:12]=1)[C:9]([O:13][C:14]1[CH:19]=[CH:18][C:17]([O:20][CH2:21][CH2:22][N:23]3[CH2:28][CH2:27][CH2:26][CH2:25][CH2:24]3)=[CH:16][CH:15]=1)=[C:8]([C:29]1[CH:34]=[CH:33][C:32]([CH2:12][CH:3]([OH:2])[CH3:4])=[CH:31][CH:30]=1)[CH:7]=[CH:6]2. The catalyst class is: 27. (9) Product: [OH:8][C:2]1[CH:3]=[CH:4][C:5]([C:7]2([C:5]3[CH:4]=[CH:3][C:2]([OH:8])=[C:1]([CH3:7])[CH:6]=3)[C:6]3[CH:5]=[CH:4][CH:3]=[CH:2][C:1]=3[C:6]3[C:1]2=[CH:2][CH:3]=[CH:4][CH:5]=3)=[CH:6][C:1]=1[CH3:7]. Reactant: [C:1]1([CH3:7])[CH:6]=[CH:5][CH:4]=[CH:3][CH:2]=1.[OH-:8].[Na+]. The catalyst class is: 6.